From a dataset of Reaction yield outcomes from USPTO patents with 853,638 reactions. Predict the reaction yield, written as a fraction of the theoretical maximum amount of product (1.0 means a 100% yield; for example, 0.34 means a 34% yield). (1) The reactants are [NH2:1][C:2]([NH2:4])=[S:3].[Br:5][CH2:6][C:7](=O)[C:8]([O:10][CH2:11][CH3:12])=[O:9]. The catalyst is C(O)C. The product is [BrH:5].[NH2:1][C:2]1[S:3][CH:6]=[C:7]([C:8]([O:10][CH2:11][CH3:12])=[O:9])[N:4]=1. The yield is 0.790. (2) The reactants are [C:1]([O:5][C:6](=[O:20])[NH:7][C:8]1[CH:13]=[CH:12][C:11]([CH2:14][CH2:15][CH3:16])=[C:10]([N+:17]([O-:19])=[O:18])[CH:9]=1)([CH3:4])([CH3:3])[CH3:2].[CH3:21]I. The catalyst is CN(C=O)C. The product is [C:1]([O:5][C:6](=[O:20])[N:7]([CH3:21])[C:8]1[CH:13]=[CH:12][C:11]([CH2:14][CH2:15][CH3:16])=[C:10]([N+:17]([O-:19])=[O:18])[CH:9]=1)([CH3:2])([CH3:3])[CH3:4]. The yield is 0.520. (3) The product is [CH2:1]([O:3][C:4]([C:6]1[NH:7][C:8]2[C:13]([C:14]=1[C:18]1[CH:17]=[N:16][CH:21]=[CH:20][CH:19]=1)=[CH:12][CH:11]=[CH:10][CH:9]=2)=[O:5])[CH3:2]. The reactants are [CH2:1]([O:3][C:4]([C:6]1[NH:7][C:8]2[C:13]([C:14]=1I)=[CH:12][CH:11]=[CH:10][CH:9]=2)=[O:5])[CH3:2].[N:16]1[CH:21]=[CH:20][CH:19]=[C:18](B(O)O)[CH:17]=1.C([O-])([O-])=O.[K+].[K+]. The catalyst is COCCOC.C1C=CC(P(C2C=CC=CC=2)[C-]2C=CC=C2)=CC=1.C1C=CC(P(C2C=CC=CC=2)[C-]2C=CC=C2)=CC=1.Cl[Pd]Cl.[Fe+2]. The yield is 0.740. (4) The reactants are CS(O[CH:6]1[CH2:9][N:8]([CH:10]([C:17]2[CH:22]=[CH:21][CH:20]=[CH:19][CH:18]=2)[C:11]2[CH:16]=[CH:15][CH:14]=[CH:13][CH:12]=2)[CH2:7]1)(=O)=O.[C-:23]#[N:24].[Na+]. The catalyst is CN(C=O)C.O. The product is [CH:10]([N:8]1[CH2:9][CH:6]([C:23]#[N:24])[CH2:7]1)([C:17]1[CH:22]=[CH:21][CH:20]=[CH:19][CH:18]=1)[C:11]1[CH:16]=[CH:15][CH:14]=[CH:13][CH:12]=1. The yield is 0.740.